Dataset: Blood-brain barrier permeability classification from the B3DB database. Task: Regression/Classification. Given a drug SMILES string, predict its absorption, distribution, metabolism, or excretion properties. Task type varies by dataset: regression for continuous measurements (e.g., permeability, clearance, half-life) or binary classification for categorical outcomes (e.g., BBB penetration, CYP inhibition). Dataset: b3db_classification. (1) The drug is CCN(CC)C(=O)N[C@H]1C[C@H]2c3cccc4[nH]cc(c34)C[C@H]2N(C)C1. The result is 1 (penetrates BBB). (2) The molecule is C#C[C@]1(O)CC[C@H]2[C@@H]3CCC4=CC(=O)CC[C@@H]4[C@H]3CC[C@@]21CC. The result is 0 (does not penetrate BBB).